Dataset: Forward reaction prediction with 1.9M reactions from USPTO patents (1976-2016). Task: Predict the product of the given reaction. (1) Given the reactants [Cl:1][C:2]1[CH:7]=[CH:6][CH:5]=[CH:4][C:3]=1[NH:8][NH2:9].[F:10][C:11]([F:18])([F:17])[C:12](=O)[CH2:13][C:14]#[N:15], predict the reaction product. The product is: [Cl:1][C:2]1[CH:7]=[CH:6][CH:5]=[CH:4][C:3]=1[N:8]1[C:14]([NH2:15])=[CH:13][C:12]([C:11]([F:18])([F:17])[F:10])=[N:9]1. (2) Given the reactants [CH3:1][O:2][C:3]1[CH:12]=[CH:11][C:10]([CH2:13]Cl)=[CH:9][C:4]=1[C:5]([O:7][CH3:8])=[O:6].[CH3:15][S-:16].[Na+], predict the reaction product. The product is: [CH3:1][O:2][C:3]1[CH:12]=[CH:11][C:10]([CH2:13][S:16][CH3:15])=[CH:9][C:4]=1[C:5]([O:7][CH3:8])=[O:6].